Task: Predict the product of the given reaction.. Dataset: Forward reaction prediction with 1.9M reactions from USPTO patents (1976-2016) (1) Given the reactants [C:1]([O:5][C:6]([NH:8][C@@H:9]([C:14]([OH:16])=O)[CH2:10][CH:11]([CH3:13])[CH3:12])=[O:7])([CH3:4])([CH3:3])[CH3:2].Cl.[NH2:18][C@H:19]([C:23]([O:25][CH3:26])=[O:24])[CH2:20][CH2:21][CH3:22], predict the reaction product. The product is: [C:1]([O:5][C:6]([NH:8][C@@H:9]([C:14]([NH:18][C@H:19]([C:23]([O:25][CH3:26])=[O:24])[CH2:20][CH2:21][CH3:22])=[O:16])[CH2:10][CH:11]([CH3:12])[CH3:13])=[O:7])([CH3:2])([CH3:3])[CH3:4]. (2) Given the reactants [NH:1]1[C:9]2[C:4](=[CH:5][CH:6]=[CH:7][CH:8]=2)[CH2:3][C:2]1=[O:10].[Li]CCCC.CCCCCC.[CH3:22][O:23][C:24]1[CH:41]=[C:40]([O:42][CH3:43])[CH:39]=[CH:38][C:25]=1[CH2:26][NH:27][C:28]1[CH:29]=[C:30]2[C:34](=[CH:35][CH:36]=1)[C:33](=O)[O:32][CH2:31]2.Cl, predict the reaction product. The product is: [CH3:22][O:23][C:24]1[CH:41]=[C:40]([O:42][CH3:43])[CH:39]=[CH:38][C:25]=1[CH2:26][NH:27][C:28]1[CH:29]=[C:30]2[C:34](=[CH:35][CH:36]=1)[C:33](=[C:3]1[C:4]3[C:9](=[CH:8][CH:7]=[CH:6][CH:5]=3)[NH:1][C:2]1=[O:10])[O:32][CH2:31]2. (3) Given the reactants [NH2:1][CH2:2][C@H:3]([OH:5])[CH3:4].[C:6](O[C:6]([O:8][C:9]([CH3:12])([CH3:11])[CH3:10])=[O:7])([O:8][C:9]([CH3:12])([CH3:11])[CH3:10])=[O:7].C(N(CC)CC)C, predict the reaction product. The product is: [OH:5][C@H:3]([CH3:4])[CH2:2][NH:1][C:6](=[O:7])[O:8][C:9]([CH3:12])([CH3:11])[CH3:10]. (4) Given the reactants [NH2:1][C:2]1[C:7]([C:8]#[N:9])=[C:6]([C:10]2[CH:11]=[N:12][C:13]([NH:16][C:17](=[O:19])[CH3:18])=[CH:14][CH:15]=2)[C:5]([C:20]#[N:21])=[C:4]([SH:22])[N:3]=1.Cl[CH2:24][C:25]1[N:26]=[C:27]([C:30]2[CH:35]=[CH:34][C:33]([Cl:36])=[CH:32][CH:31]=2)[S:28][CH:29]=1.C(=O)(O)[O-].[Na+], predict the reaction product. The product is: [NH2:1][C:2]1[C:7]([C:8]#[N:9])=[C:6]([C:10]2[CH:11]=[N:12][C:13]([NH:16][C:17](=[O:19])[CH3:18])=[CH:14][CH:15]=2)[C:5]([C:20]#[N:21])=[C:4]([S:22][CH2:24][C:25]2[N:26]=[C:27]([C:30]3[CH:35]=[CH:34][C:33]([Cl:36])=[CH:32][CH:31]=3)[S:28][CH:29]=2)[N:3]=1. (5) Given the reactants [F:1][C:2]1[CH:7]=[CH:6][C:5]([C:8]([C:10]2[CH:11]=[N:12][CH:13]=[C:14]([C@@H:16]3[CH2:20][CH2:19][CH2:18][NH:17]3)[CH:15]=2)=[O:9])=[CH:4][CH:3]=1.[C:21]([O:25][C:26]([NH:28][C@@H:29]([CH2:33][CH2:34][CH2:35][CH2:36][NH:37][C:38]([O:40][CH2:41][CH:42]1[C:54]2[CH:53]=[CH:52][CH:51]=[CH:50][C:49]=2[C:48]2[C:43]1=[CH:44][CH:45]=[CH:46][CH:47]=2)=[O:39])[C:30](O)=[O:31])=[O:27])([CH3:24])([CH3:23])[CH3:22].C(N(C(C)C)C(C)C)C.N1(O)C2C=CC=CC=2N=N1, predict the reaction product. The product is: [CH:44]1[C:43]2[CH:42]([CH2:41][O:40][C:38](=[O:39])[NH:37][CH2:36][CH2:35][CH2:34][CH2:33][C@H:29]([NH:28][C:26]([O:25][C:21]([CH3:23])([CH3:22])[CH3:24])=[O:27])[C:30]([N:17]3[CH2:18][CH2:19][CH2:20][C@H:16]3[C:14]3[CH:13]=[N:12][CH:11]=[C:10]([C:8](=[O:9])[C:5]4[CH:4]=[CH:3][C:2]([F:1])=[CH:7][CH:6]=4)[CH:15]=3)=[O:31])[C:54]3[C:49](=[CH:50][CH:51]=[CH:52][CH:53]=3)[C:48]=2[CH:47]=[CH:46][CH:45]=1. (6) Given the reactants Cl[C:2]1[N:10]=[C:9]2[C:5]([N:6]=[CH:7][N:8]2[CH:11]2[CH2:15][CH2:14][CH2:13][CH2:12]2)=[C:4]([NH:16][C:17]2[CH:22]=[CH:21][CH:20]=[CH:19][C:18]=2[O:23][CH2:24][CH2:25][CH2:26][N:27]2[CH2:32][CH2:31][N:30]([CH3:33])[CH2:29][CH2:28]2)[N:3]=1.[C-:34]#[N:35].[Na+].[I-].[K+], predict the reaction product. The product is: [CH:11]1([N:8]2[CH:7]=[N:6][C:5]3[C:9]2=[N:10][C:2]([C:34]#[N:35])=[N:3][C:4]=3[NH:16][C:17]2[CH:22]=[CH:21][CH:20]=[CH:19][C:18]=2[O:23][CH2:24][CH2:25][CH2:26][N:27]2[CH2:32][CH2:31][N:30]([CH3:33])[CH2:29][CH2:28]2)[CH2:15][CH2:14][CH2:13][CH2:12]1. (7) Given the reactants [NH2:1][C@@H:2]1[CH2:6][CH2:5][C@H:4]([C:7]([OH:9])=[O:8])[CH2:3]1.[OH-].[Na+].CC([O:16][C:17](OC(OC(C)(C)C)=O)=[O:18])(C)C.[C:27](O)([CH3:30])([CH3:29])[CH3:28], predict the reaction product. The product is: [C:27]([O:8][C:7]([C@@H:4]1[CH2:5][CH2:6][C@@:2]([NH2:1])([C:17]([OH:18])=[O:16])[CH2:3]1)=[O:9])([CH3:30])([CH3:29])[CH3:28]. (8) Given the reactants [N:1]([C:4]1[CH:29]=[CH:28][C:7]([CH2:8][N:9]([C:21]([O:23]C(C)(C)C)=O)[N:10]([CH2:18][C:19]#[CH:20])[C:11]([O:13]C(C)(C)C)=O)=[CH:6][CH:5]=1)=[N+:2]=[N-:3].C(O)(C(F)(F)F)=O.[Br:37][C:38]1C(OC(=O)[C:43]=1[Br:44])=O, predict the reaction product. The product is: [N:1]([C:4]1[CH:5]=[CH:6][C:7]([CH2:8][N:9]2[C:21](=[O:23])[C:38]([Br:37])=[C:43]([Br:44])[C:11](=[O:13])[N:10]2[CH2:18][C:19]#[CH:20])=[CH:28][CH:29]=1)=[N+:2]=[N-:3]. (9) Given the reactants [CH:1]([P:3](=[O:17])([CH:15]=[CH2:16])[C:4]1[CH:9]=[CH:8][C:7]([N+:10]([O-:12])=[O:11])=[C:6]([O:13][CH3:14])[CH:5]=1)=[CH2:2].Cl.[CH2:19]([NH2:21])[CH3:20].[OH-].[Na+].C(N)C1C=CC=CC=1, predict the reaction product. The product is: [CH2:19]([N:21]1[CH2:16][CH2:15][P:3](=[O:17])([C:4]2[CH:9]=[CH:8][C:7]([N+:10]([O-:12])=[O:11])=[C:6]([O:13][CH3:14])[CH:5]=2)[CH2:1][CH2:2]1)[CH3:20]. (10) Given the reactants C([Li])CCC.CCCCCC.Br[C:13]1[CH:18]=[CH:17][CH:16]=[C:15]([Br:19])[N:14]=1.CN([CH:23]=[O:24])C, predict the reaction product. The product is: [Br:19][C:15]1[CH:16]=[CH:17][CH:18]=[C:13]([CH:23]=[O:24])[N:14]=1.